This data is from Forward reaction prediction with 1.9M reactions from USPTO patents (1976-2016). The task is: Predict the product of the given reaction. Given the reactants [CH2:1]([O:3][CH:4]([NH:9][C:10]1[CH:15]=[CH:14][C:13]([O:16][C:17]2[CH:22]=[CH:21][N:20]=[C:19]3[CH:23]=[C:24]([C:26]4[CH:31]=[CH:30][C:29]([CH2:32][NH:33][CH2:34][CH2:35][O:36][CH3:37])=[CH:28][N:27]=4)[S:25][C:18]=23)=[C:12]([F:38])[CH:11]=1)[C:5]([F:8])([F:7])[F:6])[CH3:2].[CH3:39][C:40]([O:43][C:44](O[C:44]([O:43][C:40]([CH3:42])([CH3:41])[CH3:39])=[O:45])=[O:45])([CH3:42])[CH3:41], predict the reaction product. The product is: [CH2:1]([O:3][CH:4]([NH:9][C:10]1[CH:15]=[CH:14][C:13]([O:16][C:17]2[CH:22]=[CH:21][N:20]=[C:19]3[CH:23]=[C:24]([C:26]4[N:27]=[CH:28][C:29]([CH2:32][N:33]([CH2:34][CH2:35][O:36][CH3:37])[C:44](=[O:45])[O:43][C:40]([CH3:42])([CH3:41])[CH3:39])=[CH:30][CH:31]=4)[S:25][C:18]=23)=[C:12]([F:38])[CH:11]=1)[C:5]([F:7])([F:6])[F:8])[CH3:2].